From a dataset of Full USPTO retrosynthesis dataset with 1.9M reactions from patents (1976-2016). Predict the reactants needed to synthesize the given product. (1) Given the product [CH3:26][S:27]([O:11][CH2:10][C@@H:9]([NH:8][C:1]([O:3][C:4]([CH3:7])([CH3:6])[CH3:5])=[O:2])[CH2:12][CH:13]1[CH2:14][CH2:15][CH2:16][CH2:17][CH2:18]1)(=[O:29])=[O:28], predict the reactants needed to synthesize it. The reactants are: [C:1]([NH:8][C@@H:9]([CH2:12][CH:13]1[CH2:18][CH2:17][CH2:16][CH2:15][CH2:14]1)[CH2:10][OH:11])([O:3][C:4]([CH3:7])([CH3:6])[CH3:5])=[O:2].C(N(CC)CC)C.[CH3:26][S:27](Cl)(=[O:29])=[O:28]. (2) Given the product [CH:1]1([C:43]2[C:48]([C:49]3[CH:54]=[CH:53][C:52]([F:55])=[CH:51][C:50]=3[F:56])=[C:47]([F:57])[C:46]([O:58][CH:59]([CH3:61])[CH3:60])=[C:45]([CH:62]=[O:63])[CH:44]=2)[CH2:3][CH2:2]1, predict the reactants needed to synthesize it. The reactants are: [CH:1]1(B(O)O)[CH2:3][CH2:2]1.C(=O)([O-])[O-].[Na+].[Na+].C1(P(C2CCCCC2)C2C=CC=CC=2C2C(OC)=CC=CC=2OC)CCCCC1.Br[C:43]1[C:48]([C:49]2[CH:54]=[CH:53][C:52]([F:55])=[CH:51][C:50]=2[F:56])=[C:47]([F:57])[C:46]([O:58][CH:59]([CH3:61])[CH3:60])=[C:45]([CH:62]=[O:63])[CH:44]=1. (3) Given the product [ClH:1].[N:32]1([CH2:31][CH2:30][O:29][C:28]2[CH:27]=[CH:26][C:25]([O:24][C:13]3[C:12]([C:9]4[CH:10]=[CH:11][C:6]([S:3]([CH3:2])(=[O:4])=[O:5])=[CH:7][CH:8]=4)=[CH:21][CH:20]=[C:19]4[C:14]=3[CH:15]=[CH:16][C:17]([OH:22])=[CH:18]4)=[CH:40][CH:39]=2)[CH:38]=[CH:37][CH:36]=[CH:35][CH:34]=[CH:33]1, predict the reactants needed to synthesize it. The reactants are: [ClH:1].[CH3:2][S:3]([C:6]1[CH:11]=[CH:10][C:9]([C:12]2[CH:21]=[CH:20][C:19]3[C:14](=[CH:15][CH:16]=[C:17]([O:22]C)[CH:18]=3)[C:13]=2[O:24][C:25]2[CH:40]=[CH:39][C:28]([O:29][CH2:30][CH2:31][N:32]3[CH:38]=[CH:37][CH:36]=[CH:35][CH:34]=[CH:33]3)=[CH:27][CH:26]=2)=[CH:8][CH:7]=1)(=[O:5])=[O:4].N1(CCOC2C=CC(OC3C(C4C=CC(S(C)(=O)=O)=CC=4)=CC=C4C=3C=CC(O)=C4)=CC=2)C=CC=CC=C1.Cl. (4) The reactants are: [Cl:1][C:2]1[CH:3]=[C:4]([NH:9][C:10]2[C:19]3[C:14](=[CH:15][C:16]([O:33][CH3:34])=[C:17]([O:20][C@H:21]4[CH2:25][CH2:24][N:23](C(OC(C)(C)C)=O)[CH2:22]4)[CH:18]=3)[N:13]=[CH:12][N:11]=2)[CH:5]=[CH:6][C:7]=1[F:8].[ClH:35]. Given the product [ClH:1].[ClH:35].[Cl:1][C:2]1[CH:3]=[C:4]([NH:9][C:10]2[C:19]3[C:14](=[CH:15][C:16]([O:33][CH3:34])=[C:17]([O:20][C@H:21]4[CH2:25][CH2:24][NH:23][CH2:22]4)[CH:18]=3)[N:13]=[CH:12][N:11]=2)[CH:5]=[CH:6][C:7]=1[F:8], predict the reactants needed to synthesize it. (5) Given the product [CH3:2][C:3]([CH3:35])([CH2:33][CH3:34])[CH2:4][C:5]1[N:6]=[C:7]([C:16]([OH:32])([CH3:31])[CH2:17][C:18]2[CH:23]=[CH:22][C:21]([C:24]3[CH:29]=[CH:28][C:27]([F:30])=[CH:26][N:25]=3)=[CH:20][CH:19]=2)[NH:8][CH:9]=1, predict the reactants needed to synthesize it. The reactants are: Cl.[CH3:2][C:3]([CH3:35])([CH2:33][CH3:34])[CH2:4][C:5]1[N:6]=[C:7]([C:16]([OH:32])([CH3:31])[CH2:17][C:18]2[CH:23]=[CH:22][C:21]([C:24]3[CH:29]=[CH:28][C:27]([F:30])=[CH:26][N:25]=3)=[CH:20][CH:19]=2)[N:8](S(N(C)C)(=O)=O)[CH:9]=1. (6) The reactants are: [OH:1][C@@H:2]([C@H:4]1[C:34](=[O:35])[N:6]2[C:7]([C:21]([O:23][CH2:24][C:25]3[CH:30]=[CH:29][C:28]([N+:31]([O-:33])=[O:32])=[CH:27][CH:26]=3)=[O:22])=[C:8]([C:10]3[S:14][C:13]4=[C:15]([S:19][CH3:20])[N:16]=[C:17]([CH3:18])[N:12]4[CH:11]=3)[CH2:9][C@H:5]12)[CH3:3].[F:36][C:37]([F:44])([F:43])[S:38]([O:41]C)(=[O:40])=[O:39]. Given the product [F:36][C:37]([F:44])([F:43])[S:38]([O-:41])(=[O:40])=[O:39].[CH3:18][C:17]1[N:16]([CH3:37])[C:15]([S:19][CH3:20])=[C:13]2[N+:12]=1[CH:11]=[C:10]([C:8]1[CH2:9][C@@H:5]3[C@@H:4]([C@H:2]([OH:1])[CH3:3])[C:34](=[O:35])[N:6]3[C:7]=1[C:21]([O:23][CH2:24][C:25]1[CH:26]=[CH:27][C:28]([N+:31]([O-:33])=[O:32])=[CH:29][CH:30]=1)=[O:22])[S:14]2, predict the reactants needed to synthesize it. (7) Given the product [O:1]1[C:5]2[CH:6]=[CH:7][C:8]([C:10]3([C:13]([NH:15][C:16]4[CH:21]=[CH:20][C:19]([CH:22]([O:31][CH2:35][CH2:34][N:33]([CH3:37])[CH3:32])[C:23]5[CH:28]=[CH:27][CH:26]=[CH:25][C:24]=5[O:29][CH3:30])=[CH:18][N:17]=4)=[O:14])[CH2:12][CH2:11]3)=[CH:9][C:4]=2[O:3][CH2:2]1, predict the reactants needed to synthesize it. The reactants are: [O:1]1[C:5]2[CH:6]=[CH:7][C:8]([C:10]3([C:13]([NH:15][C:16]4[CH:21]=[CH:20][C:19]([CH:22]([OH:31])[C:23]5[CH:28]=[CH:27][CH:26]=[CH:25][C:24]=5[O:29][CH3:30])=[CH:18][N:17]=4)=[O:14])[CH2:12][CH2:11]3)=[CH:9][C:4]=2[O:3][CH2:2]1.[CH3:32][N:33]([CH3:37])[CH2:34][CH2:35]O.O1C2C=CC(C3(C(NC4C=CC(C(OCCCO)C5C=CC=CC=5OC)=CN=4)=O)CC3)=CC=2OC1.